This data is from hERG potassium channel inhibition data for cardiac toxicity prediction from Karim et al.. The task is: Regression/Classification. Given a drug SMILES string, predict its toxicity properties. Task type varies by dataset: regression for continuous values (e.g., LD50, hERG inhibition percentage) or binary classification for toxic/non-toxic outcomes (e.g., AMES mutagenicity, cardiotoxicity, hepatotoxicity). Dataset: herg_karim. (1) The molecule is CCO/N=C(/c1ccc(CN2CCC3(CC2)OCc2cc(F)ncc23)cc1)c1ccc(F)c(F)c1. The result is 1 (blocker). (2) The result is 0 (non-blocker). The molecule is Cc1nc(NC2CCCC2)sc1-c1ccnc(Nc2ccc(N3CCOCC3)cn2)n1. (3) The drug is CNC(=O)[C@@]12C[C@@H]1[C@@H](n1cnc3c(NC)nc(C#Cc4cccs4)nc31)[C@H](O)[C@@H]2O. The result is 0 (non-blocker). (4) The molecule is COCCCn1cc(CN(C(=O)C2CNCCC2c2ccn(C)c(=O)c2)C2CC2)c2ccccc21. The result is 0 (non-blocker). (5) The compound is COC1COCCC1N[C@@H]1C[C@H]2CC(F)(F)C[C@@]2(C(=O)N2CCc3ncc(C(F)(F)F)cc3C2)C1. The result is 0 (non-blocker). (6) The compound is CCN(CC)C(=O)c1ccc([C@H](c2cccc(NC(=O)C3CC3)c2)N2CCN(CCOC)CC2)cc1. The result is 0 (non-blocker).